Dataset: Reaction yield outcomes from USPTO patents with 853,638 reactions. Task: Predict the reaction yield, written as a fraction of the theoretical maximum amount of product (1.0 means a 100% yield; for example, 0.34 means a 34% yield). (1) The catalyst is O1CCOCC1. The product is [Br:1][C:2]1[C:6]2[C:7]([NH2:12])=[N:8][CH:9]=[CH:10][C:5]=2[S:4][CH:3]=1. The reactants are [Br:1][C:2]1[C:6]2[C:7](Cl)=[N:8][CH:9]=[CH:10][C:5]=2[S:4][CH:3]=1.[NH4+:12].[OH-]. The yield is 0.940. (2) The yield is 0.450. The reactants are [Cl-].O[NH3+:3].[C:4](=[O:7])([O-])[OH:5].[Na+].CS(C)=O.[F:13][C:14]1[CH:19]=[C:18]([CH2:20][N:21]2[C:26](=[O:27])[C:25]([C:28]3[CH:33]=[CH:32][C:31]([O:34][CH:35]([CH3:37])[CH3:36])=[CH:30][CH:29]=3)=[C:24]([CH3:38])[N:23]=[C:22]2[CH2:39][CH2:40][CH3:41])[CH:17]=[CH:16][C:15]=1[C:42]1[C:43]([C:48]#[N:49])=[CH:44][CH:45]=[CH:46][CH:47]=1. The catalyst is C(OCC)(=O)C. The product is [F:13][C:14]1[CH:19]=[C:18]([CH2:20][N:21]2[C:26](=[O:27])[C:25]([C:28]3[CH:29]=[CH:30][C:31]([O:34][CH:35]([CH3:37])[CH3:36])=[CH:32][CH:33]=3)=[C:24]([CH3:38])[N:23]=[C:22]2[CH2:39][CH2:40][CH3:41])[CH:17]=[CH:16][C:15]=1[C:42]1[CH:47]=[CH:46][CH:45]=[CH:44][C:43]=1[C:48]1[NH:3][C:4](=[O:7])[O:5][N:49]=1.